Dataset: Kir2.1 potassium channel HTS with 301,493 compounds. Task: Binary Classification. Given a drug SMILES string, predict its activity (active/inactive) in a high-throughput screening assay against a specified biological target. (1) The molecule is Clc1cc(N2CCN(CC2)C(=O)c2cc3[nH]c(=O)n(c(=O)c3cc2)CCOC)ccc1. The result is 0 (inactive). (2) The compound is O(c1nc(NC(CC)C)nc(NCC)n1)c1nnc(OCC)cc1. The result is 0 (inactive). (3) The compound is O=C1/C(=c2/[nH][nH]c(c3c(cccc3)C)c2)C=CC(=C1)C. The result is 0 (inactive). (4) The molecule is Clc1ccc(C(=O)NCCC(=O)Nc2cc(F)c(cc2)C)cc1. The result is 0 (inactive). (5) The molecule is S(c1n[nH]c(c1[N+]([O-])=O)C)CC(=O)Nc1cc(c(cc1)C)C. The result is 0 (inactive). (6) The drug is O=C1N(C(=O)N2C(c3[nH]c4c(c3CC12)cccc4)(C)C)Cc1c(cccc1)C. The result is 0 (inactive). (7) The drug is S(=O)(=O)(Nc1ncnc2c1cccc2)c1c(cccc1)C. The result is 0 (inactive). (8) The compound is Clc1ncccc1C(OCC(=O)Nc1oc(nn1)c1ccccc1)=O. The result is 0 (inactive). (9) The compound is S(=O)(=O)(c1c(C(=O)Nc2cc(c3oc4c(n3)cccc4)ccc2)cccc1)C. The result is 0 (inactive). (10) The drug is O(CCCC(=O)Nc1oc(nn1)c1ccc(OCC)cc1)c1cc(ccc1)C. The result is 0 (inactive).